This data is from Catalyst prediction with 721,799 reactions and 888 catalyst types from USPTO. The task is: Predict which catalyst facilitates the given reaction. (1) Reactant: [Br:1][C:2]1[CH:9]=[C:6]([CH:7]=O)[C:5]([OH:10])=[CH:4][CH:3]=1.Cl.[NH2:12]O.C([O-])=O.[Na+].C(OCC)(=O)C. Product: [Br:1][C:2]1[CH:3]=[CH:4][C:5]([OH:10])=[C:6]([CH:9]=1)[C:7]#[N:12]. The catalyst class is: 106. (2) The catalyst class is: 19. Reactant: [OH:1][CH2:2][CH2:3][CH2:4][C:5]#[C:6][C:7]1[CH:8]=[C:9]([C:13]#[C:14][CH2:15][CH2:16][CH2:17][OH:18])[CH:10]=[CH:11][CH:12]=1. Product: [OH:1][CH2:2][CH2:3][CH2:4][CH2:5][CH2:6][C:7]1[CH:8]=[C:9]([CH2:13][CH2:14][CH2:15][CH2:16][CH2:17][OH:18])[CH:10]=[CH:11][CH:12]=1. (3) Reactant: [C:1]1([N:7]2[C:11]3([CH2:16][CH2:15][NH:14][CH2:13][CH2:12]3)[C:10](=[O:17])[CH2:9][CH2:8]2)[CH:6]=[CH:5][CH:4]=[CH:3][CH:2]=1.[Br:18][C:19]1[C:20](=[O:33])[N:21]([C:27]2[CH:32]=[CH:31][CH:30]=[CH:29][CH:28]=2)[N:22]([CH3:26])[C:23]=1[CH2:24]Br.CCN(C(C)C)C(C)C. Product: [Br:18][C:19]1[C:20](=[O:33])[N:21]([C:27]2[CH:32]=[CH:31][CH:30]=[CH:29][CH:28]=2)[N:22]([CH3:26])[C:23]=1[CH2:24][N:14]1[CH2:13][CH2:12][C:11]2([N:7]([C:1]3[CH:6]=[CH:5][CH:4]=[CH:3][CH:2]=3)[CH2:8][CH2:9][C:10]2=[O:17])[CH2:16][CH2:15]1. The catalyst class is: 23. (4) The catalyst class is: 51. Product: [CH3:19][C@@H:20]1[O:25][CH2:24][CH2:23][N:22]([C:2]2[C:3]3[C:10]([C:11]4[CH:12]=[C:13]([CH:16]=[CH:17][CH:18]=4)[C:14]#[N:15])=[CH:9][NH:8][C:4]=3[N:5]=[CH:6][N:7]=2)[CH2:21]1. Reactant: Cl[C:2]1[C:3]2[C:10]([C:11]3[CH:12]=[C:13]([CH:16]=[CH:17][CH:18]=3)[C:14]#[N:15])=[CH:9][NH:8][C:4]=2[N:5]=[CH:6][N:7]=1.[CH3:19][C@@H:20]1[O:25][CH2:24][CH2:23][NH:22][CH2:21]1.C(N(CC)C(C)C)(C)C. (5) Reactant: [Si](OS(C(F)(F)F)(=O)=O)(C)(C)C.[OH:13][C:14]1[CH:19]=[C:18](C(C)(CCCCCC)C)[CH:17]=[C:16](O)[C:15]=1[C@H:30]1[C@H:35]2[CH2:36][C@H:33]([C:34]2(C)C)[C:32](=[O:39])[CH2:31]1.C(Cl)Cl.[N+](C)([O-])=O. Product: [CH3:14][C:15]([C:16]1[CH:17]=[CH:18][CH:19]=[C:14]2[C:15]=1[C@@H:30]1[CH2:31][C:32](=[O:39])[CH2:33][CH2:36][C@H:35]1[CH2:34][O:13]2)([CH2:30][CH2:31][CH2:32][CH2:33][CH2:34][CH3:35])[CH3:16]. The catalyst class is: 81. (6) Reactant: Cl[C:2]1[CH:7]=[CH:6][C:5]([N:8]=[C:9]2[N:13]([CH2:14][CH2:15][CH2:16][NH:17][CH2:18][C:19](O)=[O:20])[C:12]([C:22]3[CH:27]=[CH:26][C:25]([F:28])=[CH:24][CH:23]=3)=[CH:11][S:10]2)=[C:4]([O:29][CH3:30])[CH:3]=1.[ClH:31].[CH2:32]([NH2:34])[CH3:33].[OH2:35].ON1C2C=C[CH:44]=[CH:45][C:40]=2N=N1.Cl.C(N=C=NCCCN(C)C)C.[CH:58](N(CC)C(C)C)(C)C.CN(C)[CH:69]=[O:70]. Product: [C:45]([O:35][C:69]([N:17]([CH2:16][CH2:15][CH2:14][N:13]1[C:12]([C:22]2[CH:23]=[CH:24][C:25]([F:28])=[CH:26][CH:27]=2)=[CH:11][S:10][C:9]1=[N:8][C:5]1[CH:6]=[CH:7][C:2]([Cl:31])=[CH:3][C:4]=1[O:29][CH3:30])[CH2:18][C:19]([NH:34][CH2:32][CH3:33])=[O:20])=[O:70])([CH3:44])([CH3:40])[CH3:58]. The catalyst class is: 6. (7) Reactant: CN(C)[CH:3]=[CH:4][C:5]([C:7]1[CH:8]=[C:9]([CH:12]=[CH:13][CH:14]=1)[C:10]#[N:11])=O.[CH:16]1[CH:17]=[CH:18][C:19]([NH:22][C:23]([NH2:25])=[NH:24])=[CH:20][CH:21]=1. Product: [C:19]1([NH:22][C:23]2[N:25]=[C:5]([C:7]3[CH:8]=[C:9]([CH:12]=[CH:13][CH:14]=3)[C:10]#[N:11])[CH:4]=[CH:3][N:24]=2)[CH:20]=[CH:21][CH:16]=[CH:17][CH:18]=1. The catalyst class is: 10. (8) Reactant: [O:1]=[C:2]1[C@H:8]2[CH2:9][C@H:4]([CH2:5][CH2:6][C@@H:7]2[C:10]([O:12][C:13]([CH3:16])([CH3:15])[CH3:14])=[O:11])[O:3]1.[CH3:17][O-:18].[Na+].Cl. Product: [OH:3][C@H:4]1[CH2:5][CH2:6][C@H:7]([C:10]([O:12][C:13]([CH3:16])([CH3:15])[CH3:14])=[O:11])[C@@H:8]([C:2]([O:18][CH3:17])=[O:1])[CH2:9]1. The catalyst class is: 5. (9) Reactant: [Br:1][C:2]1[CH:21]=[CH:20][C:5]2[O:6][CH2:7][CH:8]([OH:19])[C:9]3[S:13][C:12]([C:14]([O:16][CH2:17][CH3:18])=[O:15])=[N:11][C:10]=3[C:4]=2[CH:3]=1.I[CH3:23]. Product: [Br:1][C:2]1[CH:21]=[CH:20][C:5]2[O:6][CH2:7][CH:8]([O:19][CH3:23])[C:9]3[S:13][C:12]([C:14]([O:16][CH2:17][CH3:18])=[O:15])=[N:11][C:10]=3[C:4]=2[CH:3]=1. The catalyst class is: 4. (10) Reactant: [NH2:1][C:2]1[CH:10]=[C:9]2[C:5]([CH2:6][O:7][C:8]2=[C:11]2[C:19]3[C:14](=[CH:15][CH:16]=[C:17]([Cl:20])[CH:18]=3)[NH:13][C:12]2=[O:21])=[CH:4][CH:3]=1.C(N(CC)C(C)C)(C)C.[C:31](Cl)(=[O:33])[CH3:32]. Product: [Cl:20][C:17]1[CH:18]=[C:19]2[C:14](=[CH:15][CH:16]=1)[NH:13][C:12](=[O:21])[C:11]2=[C:8]1[C:9]2[C:5](=[CH:4][CH:3]=[C:2]([NH:1][C:31](=[O:33])[CH3:32])[CH:10]=2)[CH2:6][O:7]1. The catalyst class is: 1.